Dataset: Full USPTO retrosynthesis dataset with 1.9M reactions from patents (1976-2016). Task: Predict the reactants needed to synthesize the given product. (1) Given the product [CH2:1]([C:5]1[N:10]2[N:11]=[CH:12][CH:13]=[C:9]2[N:8]([C@H:14]2[CH2:19][CH2:18][C@H:17]([O:20][CH2:21][C:50]([OH:49])([CH3:51])[CH3:43])[CH2:16][CH2:15]2)[C:7](=[O:27])[C:6]=1[CH2:28][C:29]1[CH:34]=[CH:33][C:32]([C:35]2[CH:40]=[CH:39][CH:38]=[CH:37][C:36]=2[C:41]#[N:42])=[N:31][CH:30]=1)[CH2:2][CH2:3][CH3:4], predict the reactants needed to synthesize it. The reactants are: [CH2:1]([C:5]1[N:10]2[N:11]=[CH:12][CH:13]=[C:9]2[N:8]([C@H:14]2[CH2:19][CH2:18][C@H:17]([O:20][CH2:21]C(OCC)=O)[CH2:16][CH2:15]2)[C:7](=[O:27])[C:6]=1[CH2:28][C:29]1[CH:30]=[N:31][C:32]([C:35]2[CH:40]=[CH:39][CH:38]=[CH:37][C:36]=2[C:41]#[N:42])=[CH:33][CH:34]=1)[CH2:2][CH2:3][CH3:4].[CH3:43][Mg]Br.C([O:49][CH2:50][CH3:51])(=O)C. (2) Given the product [C:22]([CH2:21][O:1][C:2]1[CH:3]=[CH:4][C:5]([C:6]([O:8][CH3:9])=[O:7])=[CH:10][CH:11]=1)#[N:23], predict the reactants needed to synthesize it. The reactants are: [OH:1][C:2]1[CH:11]=[CH:10][C:5]([C:6]([O:8][CH3:9])=[O:7])=[CH:4][CH:3]=1.[I-].[Na+].C(=O)([O-])[O-].[K+].[K+].Cl[CH2:21][C:22]#[N:23].Cl. (3) Given the product [OH:14][C:11]1[CH:10]=[C:9]2[C:8]([C:6](=[O:7])[CH2:5][CH2:4][O:15]2)=[CH:13][CH:12]=1, predict the reactants needed to synthesize it. The reactants are: [OH-].[Na+].Cl[CH2:4][CH2:5][C:6]([C:8]1[CH:13]=[CH:12][C:11]([OH:14])=[CH:10][C:9]=1[OH:15])=[O:7]. (4) Given the product [CH3:1][CH2:2][O:3][C:4]([C:6]1[N:7]([C:16]([O:18][C:19]([CH3:21])([CH3:20])[CH3:22])=[O:17])[C:8]2[C:13]([CH:14]=1)=[C:12]([O:15][CH2:33][C:30]1[C:29]3[CH:35]=[CH:36][C:26]([O:25][CH2:23][CH3:24])=[CH:27][C:28]=3[O:32][CH:31]=1)[CH:11]=[CH:10][CH:9]=2)=[O:5], predict the reactants needed to synthesize it. The reactants are: [CH3:1][CH2:2][O:3][C:4]([C:6]1[N:7]([C:16]([O:18][C:19]([CH3:22])([CH3:21])[CH3:20])=[O:17])[C:8]2[C:13]([CH:14]=1)=[C:12]([OH:15])[CH:11]=[CH:10][CH:9]=2)=[O:5].[CH2:23]([O:25][C:26]1[CH:36]=[CH:35][C:29]2[C:30]([CH2:33]O)=[CH:31][O:32][C:28]=2[CH:27]=1)[CH3:24].C1(P(C2C=CC=CC=2)C2C=CC=CC=2)C=CC=CC=1.N(C(OCC)=O)=NC([O-])=O. (5) Given the product [CH2:1]([O:8][C:9]1[CH:14]=[CH:13][C:12]([CH:15]2[CH2:20][CH2:19][NH:18][CH2:17][C:16]2([F:29])[F:28])=[CH:11][CH:10]=1)[C:2]1[CH:3]=[CH:4][CH:5]=[CH:6][CH:7]=1, predict the reactants needed to synthesize it. The reactants are: [CH2:1]([O:8][C:9]1[CH:14]=[CH:13][C:12]([CH:15]2[CH2:20][CH2:19][N:18](C(OC(C)(C)C)=O)[CH2:17][C:16]2([F:29])[F:28])=[CH:11][CH:10]=1)[C:2]1[CH:7]=[CH:6][CH:5]=[CH:4][CH:3]=1.Cl.O1CCOCC1. (6) Given the product [C:2]1([C:1]#[C:15][C:16]#[N:18])[CH:7]=[CH:6][CH:5]=[CH:4][CH:3]=1.[C:2]1([C:1]2[C:52]([NH:51][C:50](=[O:90])[CH:49]=2)=[O:54])[CH:7]=[CH:6][CH:5]=[CH:4][CH:3]=1, predict the reactants needed to synthesize it. The reactants are: [C:1](N)(=O)[C:2]1[CH:7]=[CH:6][CH:5]=[CH:4][CH:3]=1.COC1C=[C:16](/[N:18]=N/C2C=CC([N+]([O-])=O)=CC=2)[C:15](OC)=CC=1/N=N/C1C=CC(N(C)CCCC(NCCS[CH:49]2C[C:52](=[O:54])[N:51](CCCNC(C3C=CC(C4C5C(OC6C=4C=CC(=[N+](C)C)C=6)=CC(N(C)C)=CC=5)=C(C=3)C([O-])=O)=O)[C:50]2=[O:90])=O)=CC=1.C(O)(C(F)(F)F)=O.C(#N)C. (7) Given the product [CH3:18][C:17]12[O:21][CH2:20][CH2:19][CH:16]1[S:15][CH:14]1[N:13]2[CH:12]([C:10]([O:9][CH2:2][C:3]2[CH:8]=[CH:7][CH:6]=[CH:5][CH:4]=2)=[O:11])[CH:24]2[CH2:25][CH2:26][C:22](=[O:27])[CH:23]12, predict the reactants needed to synthesize it. The reactants are: [Br-].[CH2:2]([O:9][C:10]([CH2:12][N+:13]1[C:17]([CH3:18])=[C:16]([CH2:19][CH2:20][OH:21])[S:15][CH:14]=1)=[O:11])[C:3]1[CH:8]=[CH:7][CH:6]=[CH:5][CH:4]=1.[C:22]1(=[O:27])[CH2:26][CH2:25][CH:24]=[CH:23]1.C(N(CC)CC)C.C(OC(C)C)(=O)C.